This data is from Reaction yield outcomes from USPTO patents with 853,638 reactions. The task is: Predict the reaction yield, written as a fraction of the theoretical maximum amount of product (1.0 means a 100% yield; for example, 0.34 means a 34% yield). (1) The product is [C:1]([O:4][C:5]1[CH:22]=[CH:21][C:8]2[N:9]=[C:10]([C:12]3[CH:17]=[CH:16][C:15]([NH2:18])=[CH:14][CH:13]=3)[S:11][C:7]=2[CH:6]=1)(=[O:3])[CH3:2]. The catalyst is C1COCC1.CO. The yield is 0.710. The reactants are [C:1]([O:4][C:5]1[CH:22]=[CH:21][C:8]2[N:9]=[C:10]([C:12]3[CH:17]=[CH:16][C:15]([N+:18]([O-])=O)=[CH:14][CH:13]=3)[S:11][C:7]=2[CH:6]=1)(=[O:3])[CH3:2]. (2) The reactants are [NH2:1][C:2]1[CH:7]=[C:6]([O:8][CH2:9][CH2:10][O:11][CH3:12])[CH:5]=[CH:4][C:3]=1/[CH:13]=[CH:14]/[C:15]([O-:17])=[O:16].[F:18][C:19]1[CH:27]=[C:26]([F:28])[CH:25]=[CH:24][C:20]=1[C:21](Cl)=[O:22].[CH2:29](N(CC)CC)[CH3:30]. The catalyst is O1CCCC1. The product is [F:18][C:19]1[CH:27]=[C:26]([F:28])[CH:25]=[CH:24][C:20]=1[C:21]([NH:1][C:2]1[CH:7]=[C:6]([O:8][CH2:9][CH2:10][O:11][CH3:12])[CH:5]=[CH:4][C:3]=1/[CH:13]=[CH:14]/[C:15]([O:17][CH2:29][CH3:30])=[O:16])=[O:22]. The yield is 0.760. (3) The reactants are Br[C:2]1[C:14]2[C:13]3[C:8](=[CH:9][C:10]([C:15]([OH:18])([CH3:17])[CH3:16])=[CH:11][CH:12]=3)[NH:7][C:6]=2[C:5]([C:19]([NH2:21])=[O:20])=[CH:4][C:3]=1[Cl:22].[F:23][C:24]1[CH:33]=[C:32]2[C:27]([C:28](=[O:52])[N:29]([C:36]3[CH:41]=[CH:40][CH:39]=[C:38](B4OC(C)(C)C(C)(C)O4)[C:37]=3[CH3:51])[C:30](=[O:35])[N:31]2[CH3:34])=[CH:26][CH:25]=1.C([O-])([O-])=O.[Cs+].[Cs+]. The catalyst is C1COCC1.O.C1C=CC(P(C2C=CC=CC=2)[C-]2C=CC=C2)=CC=1.C1C=CC(P(C2C=CC=CC=2)[C-]2C=CC=C2)=CC=1.Cl[Pd]Cl.[Fe+2].C(Cl)Cl. The product is [Cl:22][C:3]1[CH:4]=[C:5]([C:19]([NH2:21])=[O:20])[C:6]2[NH:7][C:8]3[C:13]([C:14]=2[C:2]=1[C:38]1[CH:39]=[CH:40][CH:41]=[C:36]([N:29]2[C:28](=[O:52])[C:27]4[C:32](=[CH:33][C:24]([F:23])=[CH:25][CH:26]=4)[N:31]([CH3:34])[C:30]2=[O:35])[C:37]=1[CH3:51])=[CH:12][CH:11]=[C:10]([C:15]([OH:18])([CH3:17])[CH3:16])[CH:9]=3. The yield is 0.530. (4) The reactants are Br[C:2]1[CH:3]=[C:4]([CH2:11][N:12]2[CH2:17][CH2:16][N:15]([CH3:18])[CH2:14][CH2:13]2)[CH:5]=[CH:6][C:7]=1[N+:8]([O-:10])=[O:9].[NH2:19][C:20]1[S:24][C:23]([C:25]([O:27][CH3:28])=[O:26])=[C:22]([O:29][C@@H:30]([C:32]2[CH:37]=[CH:36][CH:35]=[CH:34][C:33]=2[C:38]([F:41])([F:40])[F:39])[CH3:31])[CH:21]=1.C([O-])([O-])=O.[Cs+].[Cs+].C. The catalyst is O1CCOCC1.CC1(C)C2C(=C(P(C3C=CC=CC=3)C3C=CC=CC=3)C=CC=2)OC2C(P(C3C=CC=CC=3)C3C=CC=CC=3)=CC=CC1=2.CCCCCCC. The product is [CH3:18][N:15]1[CH2:16][CH2:17][N:12]([CH2:11][C:4]2[CH:5]=[CH:6][C:7]([N+:8]([O-:10])=[O:9])=[C:2]([NH:19][C:20]3[S:24][C:23]([C:25]([O:27][CH3:28])=[O:26])=[C:22]([O:29][C@@H:30]([C:32]4[CH:37]=[CH:36][CH:35]=[CH:34][C:33]=4[C:38]([F:41])([F:39])[F:40])[CH3:31])[CH:21]=3)[CH:3]=2)[CH2:13][CH2:14]1. The yield is 0.700. (5) The reactants are [C:1]([C:3]1[CH:8]=[CH:7][C:6](/[CH:9]=[CH:10]/[C:11]([O:13][CH2:14][CH3:15])=[O:12])=[CH:5][CH:4]=1)#[N:2].C(O)=O. The catalyst is C(OCC)(=O)C.[Pd]. The product is [C:1]([C:3]1[CH:8]=[CH:7][C:6]([CH2:9][CH2:10][C:11]([O:13][CH2:14][CH3:15])=[O:12])=[CH:5][CH:4]=1)#[N:2]. The yield is 0.970. (6) The reactants are [NH2:1][C:2]1[C:7]([F:8])=[C:6]([Cl:9])[N:5]=[C:4]([C:10]([O:12][CH3:13])=[O:11])[C:3]=1I.[CH:15]([Sn](CCCC)(CCCC)CCCC)=[CH2:16]. The catalyst is ClC(Cl)C.Cl[Pd](Cl)([P](C1C=CC=CC=1)(C1C=CC=CC=1)C1C=CC=CC=1)[P](C1C=CC=CC=1)(C1C=CC=CC=1)C1C=CC=CC=1. The product is [NH2:1][C:2]1[C:7]([F:8])=[C:6]([Cl:9])[N:5]=[C:4]([C:10]([O:12][CH3:13])=[O:11])[C:3]=1[CH:15]=[CH2:16]. The yield is 0.657.